From a dataset of NCI-60 drug combinations with 297,098 pairs across 59 cell lines. Regression. Given two drug SMILES strings and cell line genomic features, predict the synergy score measuring deviation from expected non-interaction effect. (1) Drug 1: CC(C)(C1=NC(=CC=C1)N2C3=NC(=NC=C3C(=O)N2CC=C)NC4=CC=C(C=C4)N5CCN(CC5)C)O. Drug 2: CC(C)(C#N)C1=CC=C(C=C1)N2C3=C4C=C(C=CC4=NC=C3N(C2=O)C)C5=CC6=CC=CC=C6N=C5. Cell line: HCT116. Synergy scores: CSS=66.7, Synergy_ZIP=9.92, Synergy_Bliss=9.39, Synergy_Loewe=7.24, Synergy_HSA=13.0. (2) Drug 1: CCCCCOC(=O)NC1=NC(=O)N(C=C1F)C2C(C(C(O2)C)O)O. Drug 2: C1=CC=C(C=C1)NC(=O)CCCCCCC(=O)NO. Cell line: UACC62. Synergy scores: CSS=30.2, Synergy_ZIP=-12.8, Synergy_Bliss=-11.9, Synergy_Loewe=-18.6, Synergy_HSA=-5.91. (3) Drug 1: C1=CC=C(C=C1)NC(=O)CCCCCCC(=O)NO. Drug 2: CC1=C(C(=O)C2=C(C1=O)N3CC4C(C3(C2COC(=O)N)OC)N4)N. Cell line: M14. Synergy scores: CSS=64.2, Synergy_ZIP=-2.45, Synergy_Bliss=-6.26, Synergy_Loewe=-3.16, Synergy_HSA=1.42. (4) Drug 1: C1CCN(CC1)CCOC2=CC=C(C=C2)C(=O)C3=C(SC4=C3C=CC(=C4)O)C5=CC=C(C=C5)O. Drug 2: C1=C(C(=O)NC(=O)N1)F. Cell line: COLO 205. Synergy scores: CSS=44.3, Synergy_ZIP=4.16, Synergy_Bliss=4.97, Synergy_Loewe=1.38, Synergy_HSA=2.56. (5) Drug 1: CCC1(CC2CC(C3=C(CCN(C2)C1)C4=CC=CC=C4N3)(C5=C(C=C6C(=C5)C78CCN9C7C(C=CC9)(C(C(C8N6C)(C(=O)OC)O)OC(=O)C)CC)OC)C(=O)OC)O.OS(=O)(=O)O. Drug 2: CC1CCC2CC(C(=CC=CC=CC(CC(C(=O)C(C(C(=CC(C(=O)CC(OC(=O)C3CCCCN3C(=O)C(=O)C1(O2)O)C(C)CC4CCC(C(C4)OC)O)C)C)O)OC)C)C)C)OC. Cell line: TK-10. Synergy scores: CSS=-0.383, Synergy_ZIP=-1.51, Synergy_Bliss=-1.69, Synergy_Loewe=-2.65, Synergy_HSA=-4.45. (6) Drug 1: C1CN1P(=S)(N2CC2)N3CC3. Drug 2: CN1C(=O)N2C=NC(=C2N=N1)C(=O)N. Cell line: NCIH23. Synergy scores: CSS=5.66, Synergy_ZIP=-1.09, Synergy_Bliss=7.52, Synergy_Loewe=-14.0, Synergy_HSA=3.50. (7) Drug 1: C1=C(C(=O)NC(=O)N1)N(CCCl)CCCl. Drug 2: C1=CC=C(C(=C1)C(C2=CC=C(C=C2)Cl)C(Cl)Cl)Cl. Cell line: UACC-257. Synergy scores: CSS=2.04, Synergy_ZIP=-3.96, Synergy_Bliss=-3.62, Synergy_Loewe=-4.14, Synergy_HSA=-4.11. (8) Drug 1: C1=NC2=C(N1)C(=S)N=CN2. Drug 2: COC1=NC(=NC2=C1N=CN2C3C(C(C(O3)CO)O)O)N. Cell line: A549. Synergy scores: CSS=-2.89, Synergy_ZIP=-0.705, Synergy_Bliss=-4.05, Synergy_Loewe=-6.04, Synergy_HSA=-4.85. (9) Drug 1: C1=CN(C(=O)N=C1N)C2C(C(C(O2)CO)O)O.Cl. Synergy scores: CSS=65.9, Synergy_ZIP=-6.11, Synergy_Bliss=-8.21, Synergy_Loewe=-7.50, Synergy_HSA=-4.13. Drug 2: B(C(CC(C)C)NC(=O)C(CC1=CC=CC=C1)NC(=O)C2=NC=CN=C2)(O)O. Cell line: M14.